This data is from NCI-60 drug combinations with 297,098 pairs across 59 cell lines. The task is: Regression. Given two drug SMILES strings and cell line genomic features, predict the synergy score measuring deviation from expected non-interaction effect. (1) Drug 1: COC1=C(C=C2C(=C1)N=CN=C2NC3=CC(=C(C=C3)F)Cl)OCCCN4CCOCC4. Cell line: LOX IMVI. Synergy scores: CSS=4.88, Synergy_ZIP=-7.32, Synergy_Bliss=-12.3, Synergy_Loewe=-8.92, Synergy_HSA=-8.47. Drug 2: CC12CCC3C(C1CCC2OP(=O)(O)O)CCC4=C3C=CC(=C4)OC(=O)N(CCCl)CCCl.[Na+]. (2) Drug 1: C1=CC(=C2C(=C1NCCNCCO)C(=O)C3=C(C=CC(=C3C2=O)O)O)NCCNCCO. Drug 2: CC1=C(N=C(N=C1N)C(CC(=O)N)NCC(C(=O)N)N)C(=O)NC(C(C2=CN=CN2)OC3C(C(C(C(O3)CO)O)O)OC4C(C(C(C(O4)CO)O)OC(=O)N)O)C(=O)NC(C)C(C(C)C(=O)NC(C(C)O)C(=O)NCCC5=NC(=CS5)C6=NC(=CS6)C(=O)NCCC[S+](C)C)O. Cell line: A549. Synergy scores: CSS=45.1, Synergy_ZIP=-0.619, Synergy_Bliss=-0.537, Synergy_Loewe=-0.933, Synergy_HSA=2.89. (3) Synergy scores: CSS=0.315, Synergy_ZIP=0.997, Synergy_Bliss=1.94, Synergy_Loewe=-0.237, Synergy_HSA=-0.601. Drug 2: CC12CCC3C(C1CCC2O)C(CC4=C3C=CC(=C4)O)CCCCCCCCCS(=O)CCCC(C(F)(F)F)(F)F. Cell line: MDA-MB-435. Drug 1: CN1CCC(CC1)COC2=C(C=C3C(=C2)N=CN=C3NC4=C(C=C(C=C4)Br)F)OC. (4) Drug 1: CC1=C2C(C(=O)C3(C(CC4C(C3C(C(C2(C)C)(CC1OC(=O)C(C(C5=CC=CC=C5)NC(=O)OC(C)(C)C)O)O)OC(=O)C6=CC=CC=C6)(CO4)OC(=O)C)O)C)O. Drug 2: CN(C(=O)NC(C=O)C(C(C(CO)O)O)O)N=O. Cell line: OVCAR3. Synergy scores: CSS=22.5, Synergy_ZIP=3.30, Synergy_Bliss=8.30, Synergy_Loewe=-26.2, Synergy_HSA=1.71.